This data is from Forward reaction prediction with 1.9M reactions from USPTO patents (1976-2016). The task is: Predict the product of the given reaction. Given the reactants [Cl:1][C:2]1[C:10]([C:11]([C:14]#[N:15])([CH3:13])[CH3:12])=[CH:9][CH:8]=[CH:7][C:3]=1[C:4]([OH:6])=O.C[N:17](C)C=O.N[C:22]1[C:23]([F:43])=[C:24]([CH:39]=[CH:40][C:41]=1[F:42])[O:25][C:26]1[N:31]=[C:30]2[S:32][C:33](CC([NH-])=O)=[N:34][C:29]2=[CH:28][CH:27]=1.O.C[N:46](C)[C:47](=[O:49])[CH3:48], predict the reaction product. The product is: [C:47]([NH:46][C:33]1[S:32][C:30]2[C:29]([N:34]=1)=[CH:28][CH:27]=[C:26]([O:25][C:24]1[C:23]([F:43])=[CH:22][C:41]([F:42])=[C:40]([NH:17][C:4](=[O:6])[C:3]3[CH:7]=[CH:8][CH:9]=[C:10]([C:11]([C:14]#[N:15])([CH3:13])[CH3:12])[C:2]=3[Cl:1])[CH:39]=1)[N:31]=2)(=[O:49])[CH3:48].